From a dataset of NCI-60 drug combinations with 297,098 pairs across 59 cell lines. Regression. Given two drug SMILES strings and cell line genomic features, predict the synergy score measuring deviation from expected non-interaction effect. (1) Drug 1: C1=CC(=CC=C1CCCC(=O)O)N(CCCl)CCCl. Drug 2: CC1C(C(=O)NC(C(=O)N2CCCC2C(=O)N(CC(=O)N(C(C(=O)O1)C(C)C)C)C)C(C)C)NC(=O)C3=C4C(=C(C=C3)C)OC5=C(C(=O)C(=C(C5=N4)C(=O)NC6C(OC(=O)C(N(C(=O)CN(C(=O)C7CCCN7C(=O)C(NC6=O)C(C)C)C)C)C(C)C)C)N)C. Cell line: ACHN. Synergy scores: CSS=29.6, Synergy_ZIP=1.10, Synergy_Bliss=0.302, Synergy_Loewe=0.772, Synergy_HSA=0.563. (2) Drug 1: C1CCC(CC1)NC(=O)N(CCCl)N=O. Drug 2: CCCS(=O)(=O)NC1=C(C(=C(C=C1)F)C(=O)C2=CNC3=C2C=C(C=N3)C4=CC=C(C=C4)Cl)F. Cell line: NCI-H322M. Synergy scores: CSS=11.6, Synergy_ZIP=1.64, Synergy_Bliss=14.5, Synergy_Loewe=8.29, Synergy_HSA=8.58. (3) Drug 1: C#CCC(CC1=CN=C2C(=N1)C(=NC(=N2)N)N)C3=CC=C(C=C3)C(=O)NC(CCC(=O)O)C(=O)O. Drug 2: C1CNP(=O)(OC1)N(CCCl)CCCl. Cell line: SNB-19. Synergy scores: CSS=-7.56, Synergy_ZIP=1.82, Synergy_Bliss=-4.35, Synergy_Loewe=-5.54, Synergy_HSA=-9.39.